Task: Predict the product of the given reaction.. Dataset: Forward reaction prediction with 1.9M reactions from USPTO patents (1976-2016) (1) Given the reactants Cl.[CH:2]12[NH:9][CH:6]([CH2:7][CH2:8]1)[CH2:5][CH:4]([C:10]1[CH:11]=[C:12]([CH:21]=[CH:22][C:23]=1[F:24])[CH2:13][NH:14][C:15](=[O:20])[C:16]([F:19])([F:18])[F:17])[CH2:3]2.[CH3:25][O:26][CH2:27][CH2:28][N:29]1[C:37]2[C:32](=[CH:33][CH:34]=[CH:35][C:36]=2[CH3:38])[C:31]([C:39](O)=[O:40])=[CH:30]1.CCN=C=NCCCN(C)C.Cl, predict the reaction product. The product is: [F:19][C:16]([F:17])([F:18])[C:15]([NH:14][CH2:13][C:12]1[CH:21]=[CH:22][C:23]([F:24])=[C:10]([CH:4]2[CH2:3][CH:2]3[N:9]([C:39]([C:31]4[C:32]5[C:37](=[C:36]([CH3:38])[CH:35]=[CH:34][CH:33]=5)[N:29]([CH2:28][CH2:27][O:26][CH3:25])[CH:30]=4)=[O:40])[CH:6]([CH2:7][CH2:8]3)[CH2:5]2)[CH:11]=1)=[O:20]. (2) The product is: [C@@H:13]12[CH2:14][C@@H:15]1[CH2:16][C@@H:17]([CH2:18][NH:19][C:20]1[N:25]=[CH:24][C:23]([C:26]#[N:27])=[CH:22][CH:21]=1)[NH:11][CH2:12]2. Given the reactants CC1C=CC(S([N:11]2[C@H:17]([CH2:18][NH:19][C:20]3[N:25]=[CH:24][C:23]([C:26]#[N:27])=[CH:22][CH:21]=3)[CH2:16][C@@H:15]3[C@@H:13]([CH2:14]3)[CH2:12]2)(=O)=O)=CC=1, predict the reaction product. (3) Given the reactants [N+:1]([O-:4])(O)=[O:2].[F:5][C:6]([F:19])([F:18])[O:7][C:8]1[CH:17]=[CH:16][CH:15]=[CH:14][C:9]=1[C:10]([O:12][CH3:13])=[O:11], predict the reaction product. The product is: [CH3:13][O:12][C:10](=[O:11])[C:9]1[CH:14]=[C:15]([N+:1]([O-:4])=[O:2])[CH:16]=[CH:17][C:8]=1[O:7][C:6]([F:5])([F:19])[F:18].